This data is from Full USPTO retrosynthesis dataset with 1.9M reactions from patents (1976-2016). The task is: Predict the reactants needed to synthesize the given product. (1) Given the product [Cl:4][C:5]1[CH:12]=[C:11]([Cl:13])[CH:10]=[CH:9][C:6]=1[CH:7]=[N:2][OH:3], predict the reactants needed to synthesize it. The reactants are: Cl.[NH2:2][OH:3].[Cl:4][C:5]1[CH:12]=[C:11]([Cl:13])[CH:10]=[CH:9][C:6]=1[CH:7]=O.[OH-].[Na+].Cl. (2) Given the product [CH:26]([C:25]1[CH:24]=[CH:23][CH:22]=[CH:21][C:20]=1[CH:19]=[CH2:18])=[CH2:27].[CH2:40]([C:35]1[CH:36]=[CH:37][CH:38]=[CH:39][C:34]=1[CH:32]=[CH2:33])[CH3:41], predict the reactants needed to synthesize it. The reactants are: CC(CC(C)C)O.B(O)(O)O.S([O-])(OCC[CH2:18][CH2:19][CH2:20][CH2:21][CH2:22][CH2:23][CH2:24][CH2:25][CH2:26][CH3:27])(=O)=O.[Na+].[OH-].[Na+].[CH:32]([C:34]1[CH:39]=[CH:38][CH:37]=[CH:36][C:35]=1[CH:40]=[CH2:41])=[CH2:33].